This data is from Reaction yield outcomes from USPTO patents with 853,638 reactions. The task is: Predict the reaction yield, written as a fraction of the theoretical maximum amount of product (1.0 means a 100% yield; for example, 0.34 means a 34% yield). (1) The reactants are [CH3:1][O:2][C:3]1[CH:4]=[C:5]2[C:10](=[CH:11][C:12]=1[O:13][CH3:14])[N:9]=[CH:8][N:7]=[C:6]2[O:15][C:16]1[CH:17]=[C:18]([CH:20]=[CH:21][CH:22]=1)[NH2:19].[CH3:23][C:24]1[O:28][N:27]=[C:26]([NH:29][C:30](=O)[O:31]C2C=CC=CC=2)[CH:25]=1. No catalyst specified. The product is [CH3:1][O:2][C:3]1[CH:4]=[C:5]2[C:10](=[CH:11][C:12]=1[O:13][CH3:14])[N:9]=[CH:8][N:7]=[C:6]2[O:15][C:16]1[CH:17]=[C:18]([NH:19][C:30]([NH:29][C:26]2[CH:25]=[C:24]([CH3:23])[O:28][N:27]=2)=[O:31])[CH:20]=[CH:21][CH:22]=1. The yield is 0.250. (2) The catalyst is O1CCCC1. The reactants are C1(C)C=CC(S(C[N+:11]#[C-])(=O)=O)=CC=1.[C:14]([O:18][CH3:19])(=[O:17])[CH:15]=[CH2:16].C[C:21]([CH3:24])([O-])C.[K+]. The product is [NH:11]1[CH:21]=[CH:24][C:15]([C:14]([O:18][CH3:19])=[O:17])=[CH:16]1. The yield is 0.490. (3) The reactants are [Cl-].O[NH3+:3].[C:4](=[O:7])([O-])[OH:5].[Na+].CS(C)=O.[CH2:13]([C:15]1[N:16]([C:40]2[CH:41]=[N:42][C:43]([O:46][CH:47]([CH3:49])[CH3:48])=[CH:44][CH:45]=2)[C:17](=[O:39])[C:18]([CH2:24][C:25]2[CH:30]=[CH:29][C:28]([C:31]3[C:32]([C:37]#[N:38])=[CH:33][CH:34]=[CH:35][CH:36]=3)=[CH:27][CH:26]=2)=[C:19]([CH2:21][CH2:22][CH3:23])[N:20]=1)[CH3:14]. The catalyst is O. The product is [CH2:13]([C:15]1[N:16]([C:40]2[CH:41]=[N:42][C:43]([O:46][CH:47]([CH3:49])[CH3:48])=[CH:44][CH:45]=2)[C:17](=[O:39])[C:18]([CH2:24][C:25]2[CH:26]=[CH:27][C:28]([C:31]3[CH:36]=[CH:35][CH:34]=[CH:33][C:32]=3[C:37]3[NH:3][C:4](=[O:7])[O:5][N:38]=3)=[CH:29][CH:30]=2)=[C:19]([CH2:21][CH2:22][CH3:23])[N:20]=1)[CH3:14]. The yield is 0.680. (4) The reactants are [C:1]([O:5][C:6](=[O:28])[NH:7][CH:8]([CH3:27])[CH2:9][C:10]1[C:18]2[C:13](=[C:14]([O:19][CH2:20][C:21]3C=CC=CC=3)[CH:15]=[CH:16][CH:17]=2)[NH:12][CH:11]=1)([CH3:4])([CH3:3])[CH3:2].BrCC#[N:32].C(=O)([O-])[O-].[K+].[K+]. The catalyst is C(C(C)=O)C. The product is [C:1]([O:5][C:6](=[O:28])[NH:7][CH:8]([CH3:27])[CH2:9][C:10]1[C:18]2[C:13](=[C:14]([O:19][CH2:20][C:21]#[N:32])[CH:15]=[CH:16][CH:17]=2)[NH:12][CH:11]=1)([CH3:4])([CH3:3])[CH3:2]. The yield is 0.702. (5) The reactants are Cl.[C:2]([C:6]1[CH:10]=[C:9]([NH2:11])[N:8]([CH2:12][CH:13]2[CH2:15][CH2:14]2)[N:7]=1)([CH3:5])([CH3:4])[CH3:3].N1C=CC=CC=1.[F:22][C:23]([F:34])([F:33])[C:24](O[C:24](=[O:25])[C:23]([F:34])([F:33])[F:22])=[O:25].O. The catalyst is C(Cl)Cl. The product is [C:2]([C:6]1[CH:10]=[C:9]([NH:11][C:24](=[O:25])[C:23]([F:34])([F:33])[F:22])[N:8]([CH2:12][CH:13]2[CH2:14][CH2:15]2)[N:7]=1)([CH3:5])([CH3:3])[CH3:4]. The yield is 0.880. (6) The yield is 0.390. The catalyst is C1COCC1. The reactants are [CH:1]([N:4]1[CH2:9][CH2:8][N:7]([C:10]([C:12]2[CH:19]=[CH:18][C:15]([CH:16]=[O:17])=[CH:14][CH:13]=2)=[O:11])[CH2:6][CH2:5]1)([CH3:3])[CH3:2].[CH:20]([Mg]Br)([CH3:22])[CH3:21]. The product is [OH:17][CH:16]([C:15]1[CH:14]=[CH:13][C:12]([C:10]([N:7]2[CH2:8][CH2:9][N:4]([CH:1]([CH3:3])[CH3:2])[CH2:5][CH2:6]2)=[O:11])=[CH:19][CH:18]=1)[CH:20]([CH3:22])[CH3:21]. (7) The reactants are C(OC([N:8]1[C:12]([C:14]2[CH:19]=[CH:18][CH:17]=[C:16]([Br:20])[CH:15]=2)([CH3:13])[CH2:11][O:10][S:9]1(=[O:22])=[O:21])=O)(C)(C)C.C(Cl)Cl. The catalyst is C(O)(C(F)(F)F)=O. The product is [Br:20][C:16]1[CH:15]=[C:14]([C:12]2([CH3:13])[CH2:11][O:10][S:9](=[O:22])(=[O:21])[NH:8]2)[CH:19]=[CH:18][CH:17]=1. The yield is 0.910.